Task: Regression. Given two drug SMILES strings and cell line genomic features, predict the synergy score measuring deviation from expected non-interaction effect.. Dataset: NCI-60 drug combinations with 297,098 pairs across 59 cell lines (1) Drug 1: C1=NC2=C(N=C(N=C2N1C3C(C(C(O3)CO)O)O)F)N. Drug 2: CCN(CC)CCCC(C)NC1=C2C=C(C=CC2=NC3=C1C=CC(=C3)Cl)OC. Cell line: IGROV1. Synergy scores: CSS=-1.59, Synergy_ZIP=0.443, Synergy_Bliss=-0.616, Synergy_Loewe=-1.54, Synergy_HSA=-1.51. (2) Drug 1: CCC1=CC2CC(C3=C(CN(C2)C1)C4=CC=CC=C4N3)(C5=C(C=C6C(=C5)C78CCN9C7C(C=CC9)(C(C(C8N6C)(C(=O)OC)O)OC(=O)C)CC)OC)C(=O)OC.C(C(C(=O)O)O)(C(=O)O)O. Drug 2: CNC(=O)C1=NC=CC(=C1)OC2=CC=C(C=C2)NC(=O)NC3=CC(=C(C=C3)Cl)C(F)(F)F. Cell line: IGROV1. Synergy scores: CSS=49.3, Synergy_ZIP=-9.49, Synergy_Bliss=-0.758, Synergy_Loewe=-20.2, Synergy_HSA=1.42.